From a dataset of NCI-60 drug combinations with 297,098 pairs across 59 cell lines. Regression. Given two drug SMILES strings and cell line genomic features, predict the synergy score measuring deviation from expected non-interaction effect. (1) Drug 1: C1CN1P(=S)(N2CC2)N3CC3. Drug 2: C1CC(C1)(C(=O)O)C(=O)O.[NH2-].[NH2-].[Pt+2]. Cell line: TK-10. Synergy scores: CSS=9.40, Synergy_ZIP=-1.70, Synergy_Bliss=3.73, Synergy_Loewe=4.30, Synergy_HSA=4.74. (2) Drug 1: CCC(=C(C1=CC=CC=C1)C2=CC=C(C=C2)OCCN(C)C)C3=CC=CC=C3.C(C(=O)O)C(CC(=O)O)(C(=O)O)O. Drug 2: CS(=O)(=O)CCNCC1=CC=C(O1)C2=CC3=C(C=C2)N=CN=C3NC4=CC(=C(C=C4)OCC5=CC(=CC=C5)F)Cl. Cell line: SW-620. Synergy scores: CSS=1.12, Synergy_ZIP=1.10, Synergy_Bliss=2.33, Synergy_Loewe=-2.19, Synergy_HSA=-1.84. (3) Drug 1: C1=NC2=C(N1)C(=S)N=C(N2)N. Drug 2: C1C(C(OC1N2C=C(C(=O)NC2=O)F)CO)O. Cell line: MCF7. Synergy scores: CSS=43.6, Synergy_ZIP=-3.75, Synergy_Bliss=-4.07, Synergy_Loewe=3.01, Synergy_HSA=4.56. (4) Drug 1: COC1=C2C(=CC3=C1OC=C3)C=CC(=O)O2. Drug 2: CC1CCCC2(C(O2)CC(NC(=O)CC(C(C(=O)C(C1O)C)(C)C)O)C(=CC3=CSC(=N3)C)C)C. Cell line: MDA-MB-231. Synergy scores: CSS=32.6, Synergy_ZIP=1.33, Synergy_Bliss=-0.135, Synergy_Loewe=-25.3, Synergy_HSA=-0.714. (5) Drug 1: C1CN1P(=S)(N2CC2)N3CC3. Drug 2: COCCOC1=C(C=C2C(=C1)C(=NC=N2)NC3=CC=CC(=C3)C#C)OCCOC.Cl. Cell line: SF-539. Synergy scores: CSS=6.69, Synergy_ZIP=-6.83, Synergy_Bliss=0.296, Synergy_Loewe=-2.30, Synergy_HSA=-1.85.